From a dataset of Full USPTO retrosynthesis dataset with 1.9M reactions from patents (1976-2016). Predict the reactants needed to synthesize the given product. (1) Given the product [CH2:31]([O:38][C:39]([N:41]1[CH2:46][CH2:45][CH:44]([OH:47])[CH:43]([NH:48][C:7]([C:2]2[CH:3]=[CH:4][CH:5]=[CH:6][N:1]=2)=[O:9])[CH2:42]1)=[O:40])[C:32]1[CH:33]=[CH:34][CH:35]=[CH:36][CH:37]=1, predict the reactants needed to synthesize it. The reactants are: [N:1]1[CH:6]=[CH:5][CH:4]=[CH:3][C:2]=1[C:7]([OH:9])=O.CCN=C=NCCCN(C)C.C1C=CC2N(O)N=NC=2C=1.[CH2:31]([O:38][C:39]([N:41]1[CH2:46][CH2:45][C@@H:44]([OH:47])[C@H:43]([NH2:48])[CH2:42]1)=[O:40])[C:32]1[CH:37]=[CH:36][CH:35]=[CH:34][CH:33]=1. (2) Given the product [NH2:1][C:2]1[N:7]=[CH:6][N:5]=[C:4]2[N:8]([CH:12]([C:14]3[C:15]([O:33][CH2:34][CH3:35])=[C:16]([CH:22]4[CH2:25][N:24]([C:26]([O:28][C:29]([CH3:32])([CH3:31])[CH3:30])=[O:27])[CH2:23]4)[C:17]([F:21])=[C:18]([Cl:20])[CH:19]=3)[CH3:13])[N:9]=[C:10]([CH:37]=[CH2:38])[C:3]=12, predict the reactants needed to synthesize it. The reactants are: [NH2:1][C:2]1[N:7]=[CH:6][N:5]=[C:4]2[N:8]([CH:12]([C:14]3[C:15]([O:33][CH2:34][CH3:35])=[C:16]([CH:22]4[CH2:25][N:24]([C:26]([O:28][C:29]([CH3:32])([CH3:31])[CH3:30])=[O:27])[CH2:23]4)[C:17]([F:21])=[C:18]([Cl:20])[CH:19]=3)[CH3:13])[N:9]=[C:10](I)[C:3]=12.N1C=CC=[CH:38][CH:37]=1.C(B1OB(C=C)OB(C=C)O1)=C.ClCCl.C(=O)([O-])[O-].[K+].[K+].